This data is from Forward reaction prediction with 1.9M reactions from USPTO patents (1976-2016). The task is: Predict the product of the given reaction. (1) Given the reactants CO[C:3](=[O:20])[C:4]([C:6]1[C:16]2=[C:17]3[C:12](=[CH:13][CH:14]=[CH:15]2)[CH2:11][CH2:10][CH:9]([CH2:18][OH:19])[N:8]3[CH:7]=1)=O.[NH:21]1[C:29]2[C:24](=[CH:25][CH:26]=[CH:27][CH:28]=2)[C:23]([CH2:30][C:31]([NH2:33])=[O:32])=[CH:22]1, predict the reaction product. The product is: [NH:21]1[C:29]2[C:24](=[CH:25][CH:26]=[CH:27][CH:28]=2)[C:23]([C:30]2[C:31](=[O:32])[NH:33][C:3](=[O:20])[C:4]=2[C:6]2[C:16]3=[C:17]4[C:12](=[CH:13][CH:14]=[CH:15]3)[CH2:11][CH2:10][CH:9]([CH2:18][OH:19])[N:8]4[CH:7]=2)=[CH:22]1. (2) Given the reactants [O:1]=[C:2]1[NH:6][C:5]2[CH:7]=[CH:8][C:9]([NH:11][C:12]3[C:13]4[C:20]([C:21]([OH:23])=O)=[CH:19][NH:18][C:14]=4[N:15]=[CH:16][N:17]=3)=[CH:10][C:4]=2[S:3]1.[CH3:24][N:25]1[CH2:30][CH2:29][NH:28][CH2:27][CH2:26]1.C(P1(=O)OP(=O)(CCC)OP(=O)(CCC)O1)CC.C(N(C(C)C)C(C)C)C.[OH-].[Na+], predict the reaction product. The product is: [CH3:24][N:25]1[CH2:30][CH2:29][N:28]([C:21]([C:20]2[C:13]3[C:12]([NH:11][C:9]4[CH:8]=[CH:7][C:5]5[NH:6][C:2](=[O:1])[S:3][C:4]=5[CH:10]=4)=[N:17][CH:16]=[N:15][C:14]=3[NH:18][CH:19]=2)=[O:23])[CH2:27][CH2:26]1. (3) The product is: [F:1][C:2]([CH3:27])([CH3:28])[CH2:3][N:4]1[CH2:9][CH2:8][CH:7]([CH2:10][O:11][C:12]2[CH:13]=[CH:14][C:15]([C:18]3[CH:26]=[CH:25][C:21]([C:22]([N:29]4[CH2:33][CH2:32][CH2:31][C@H:30]4[C:34]([NH2:36])=[O:35])=[O:23])=[CH:20][CH:19]=3)=[N:16][CH:17]=2)[CH2:6][CH2:5]1. Given the reactants [F:1][C:2]([CH3:28])([CH3:27])[CH2:3][N:4]1[CH2:9][CH2:8][CH:7]([CH2:10][O:11][C:12]2[CH:13]=[CH:14][C:15]([C:18]3[CH:26]=[CH:25][C:21]([C:22](O)=[O:23])=[CH:20][CH:19]=3)=[N:16][CH:17]=2)[CH2:6][CH2:5]1.[NH:29]1[CH2:33][CH2:32][CH2:31][C@H:30]1[C:34]([NH2:36])=[O:35].F[P-](F)(F)(F)(F)F.N1(O[P+](N(C)C)(N(C)C)N(C)C)C2C=CC=CC=2N=N1.O, predict the reaction product. (4) The product is: [OH:1][C:2]1[CH:7]=[CH:6][N:5]([C:8]2[S:9][C:10]([C:14]([NH:24][CH2:23][C:19]3[O:18][CH:22]=[CH:21][N:20]=3)=[O:16])=[C:11]([CH3:13])[N:12]=2)[C:4](=[O:17])[CH:3]=1. Given the reactants [OH:1][C:2]1[CH:7]=[CH:6][N:5]([C:8]2[S:9][C:10]([C:14]([OH:16])=O)=[C:11]([CH3:13])[N:12]=2)[C:4](=[O:17])[CH:3]=1.[O:18]1[CH:22]=[CH:21][N:20]=[C:19]1[CH2:23][NH2:24], predict the reaction product. (5) Given the reactants C(OC([N:8]1[C:16]2[C:11](=[C:12]([C:18]#[C:19][C:20]([C:22]3[N:23](C(OC(C)(C)C)=O)[CH:24]=[CH:25][CH:26]=3)=O)[C:13]([F:17])=[CH:14][CH:15]=2)[CH:10]=[C:9]1[O:34]C(OC(C)(C)C)=O)=O)(C)(C)C.[NH:42]1[CH2:47][CH2:46][O:45][CH2:44][CH2:43]1.FC(F)(F)C(O)=O, predict the reaction product. The product is: [F:17][C:13]1[C:12]2[C:11]3[C:16](=[CH:15][CH:14]=1)[NH:8][C:9](=[O:34])[C:10]=3[C:20]([C:22]1[NH:23][CH:24]=[CH:25][CH:26]=1)=[CH:19][C:18]=2[N:42]1[CH2:47][CH2:46][O:45][CH2:44][CH2:43]1. (6) Given the reactants [Cl:1][C:2]1[CH:7]=[CH:6][CH:5]=[C:4]([Cl:8])[C:3]=1[C:9]([NH:11][C@H:12]([C:29]([O:31][CH3:32])=[O:30])[CH2:13][C:14]1[CH:19]=[CH:18][C:17]([O:20][CH2:21][CH2:22][C:23]2[CH:28]=[CH:27][CH:26]=[CH:25][N:24]=2)=[CH:16][CH:15]=1)=[O:10].C1C=C(Cl)C=C(C(OO)=[O:41])C=1.C(Cl)Cl, predict the reaction product. The product is: [Cl:1][C:2]1[CH:7]=[CH:6][CH:5]=[C:4]([Cl:8])[C:3]=1[C:9]([NH:11][C@H:12]([C:29]([O:31][CH3:32])=[O:30])[CH2:13][C:14]1[CH:19]=[CH:18][C:17]([O:20][CH2:21][CH2:22][C:23]2[CH:28]=[CH:27][CH:26]=[CH:25][N+:24]=2[O-:41])=[CH:16][CH:15]=1)=[O:10]. (7) Given the reactants CN1CCOCC1.[C:8]([C:11]1[CH:16]=[CH:15][C:14]([S:17](Cl)(=[O:19])=[O:18])=[CH:13][CH:12]=1)(=[O:10])[CH3:9].Cl.[F:22][C:23]([F:28])([F:27])[CH2:24][CH2:25][NH2:26], predict the reaction product. The product is: [C:8]([C:11]1[CH:16]=[CH:15][C:14]([S:17]([NH:26][CH2:25][CH2:24][C:23]([F:28])([F:27])[F:22])(=[O:19])=[O:18])=[CH:13][CH:12]=1)(=[O:10])[CH3:9].